This data is from Full USPTO retrosynthesis dataset with 1.9M reactions from patents (1976-2016). The task is: Predict the reactants needed to synthesize the given product. (1) Given the product [CH3:38][C:28]1[CH:29]=[CH:30][C:31]([S:34]([OH:37])(=[O:36])=[O:35])=[CH:32][CH:33]=1.[N:21]12[CH2:26][CH2:25][CH:24]([CH2:23][CH2:22]1)[C@@H:19]([NH:18][C:13]([C:11]1[O:12][C:8]([C:4]3[CH:5]=[CH:6][CH:7]=[C:2]([Cl:1])[CH:3]=3)=[CH:9][N:10]=1)=[O:15])[CH2:20]2, predict the reactants needed to synthesize it. The reactants are: [Cl:1][C:2]1[CH:3]=[C:4]([C:8]2[O:12][C:11]([C:13]([O:15]CC)=O)=[N:10][CH:9]=2)[CH:5]=[CH:6][CH:7]=1.[NH2:18][C@@H:19]1[CH:24]2[CH2:25][CH2:26][N:21]([CH2:22][CH2:23]2)[CH2:20]1.O.[C:28]1([CH3:38])[CH:33]=[CH:32][C:31]([S:34]([OH:37])(=[O:36])=[O:35])=[CH:30][CH:29]=1. (2) Given the product [CH3:25][N:26]1[CH:30]=[C:29]([S:31]([N:22]2[CH2:23][CH2:24][CH:19]([C:10]3[C:9]4[C:13](=[C:14]([C:16]([NH2:18])=[O:17])[CH:15]=[C:7]([C:1]5[CH:2]=[CH:3][CH:4]=[CH:5][CH:6]=5)[CH:8]=4)[NH:12][CH:11]=3)[CH2:20][CH2:21]2)(=[O:33])=[O:32])[N:28]=[CH:27]1, predict the reactants needed to synthesize it. The reactants are: [C:1]1([C:7]2[CH:8]=[C:9]3[C:13](=[C:14]([C:16]([NH2:18])=[O:17])[CH:15]=2)[NH:12][CH:11]=[C:10]3[CH:19]2[CH2:24][CH2:23][NH:22][CH2:21][CH2:20]2)[CH:6]=[CH:5][CH:4]=[CH:3][CH:2]=1.[CH3:25][N:26]1[CH:30]=[C:29]([S:31](Cl)(=[O:33])=[O:32])[N:28]=[CH:27]1.C(N(CC)CC)C. (3) Given the product [CH:1]#[C:2][C:3](=[O:9])[CH2:4][CH2:5][CH2:6][CH2:7][CH3:8], predict the reactants needed to synthesize it. The reactants are: [CH:1]#[C:2][CH:3]([OH:9])[CH2:4][CH2:5][CH2:6][CH2:7][CH3:8].CC(C)=O.[Cr](O[Cr]([O-])(=O)=O)([O-])(=O)=O.[K+].[K+].S(=O)(=O)(O)O. (4) Given the product [ClH:44].[ClH:44].[NH2:1][C@:2]1([C:41]([OH:43])=[O:42])[C@@H:6]([CH2:7][CH2:8][CH2:9][B:10]([OH:14])[OH:11])[CH2:5][N:4]([C:19](=[O:40])[C@H:20]([CH2:29][C:30]2[CH:35]=[CH:34][C:33]([C:36]([F:37])([F:39])[F:38])=[CH:32][CH:31]=2)[NH2:21])[CH2:3]1, predict the reactants needed to synthesize it. The reactants are: [NH2:1][C@:2]1([C:41]([OH:43])=[O:42])[C@@H:6]([CH2:7][CH2:8][CH2:9][B:10]2[O:14]C(C)(C)C(C)(C)[O:11]2)[CH2:5][N:4]([C:19](=[O:40])[C@H:20]([CH2:29][C:30]2[CH:35]=[CH:34][C:33]([C:36]([F:39])([F:38])[F:37])=[CH:32][CH:31]=2)[NH:21]C(OC(C)(C)C)=O)[CH2:3]1.[ClH:44]. (5) Given the product [Br:1][C:2]1[CH:7]=[CH:6][C:5]([Br:8])=[CH:4][C:3]=1[S:9]([NH:12][C@@H:13]1[CH2:14][C@H:15]([CH2:25][O:26][CH2:27][CH3:28])[N:16]([C:18]#[N:38])[CH2:17]1)(=[O:11])=[O:10], predict the reactants needed to synthesize it. The reactants are: [Br:1][C:2]1[CH:7]=[CH:6][C:5]([Br:8])=[CH:4][C:3]=1[S:9]([NH:12][C@H:13]1[CH2:17][N:16]([C:18](OC(C)(C)C)=O)[C@@H:15]([CH2:25][O:26][CH2:27][CH3:28])[CH2:14]1)(=[O:11])=[O:10].O1CCOCC1.Cl.CC[N:38](C(C)C)C(C)C.BrC#N.C(O)C(N)(CO)CO. (6) Given the product [CH3:1][C:2]1[C:11]2[C:6](=[CH:7][CH:8]=[CH:9][CH:10]=2)[CH:5]=[N+:4]([O-:20])[CH:3]=1, predict the reactants needed to synthesize it. The reactants are: [CH3:1][C:2]1[C:11]2[C:6](=[CH:7][CH:8]=[CH:9][CH:10]=2)[CH:5]=[N:4][CH:3]=1.C1C=C(Cl)C=C(C(OO)=[O:20])C=1. (7) Given the product [O:35]1[CH2:36][CH2:37][N:32]([CH2:12][C@H:13]2[CH2:17][CH2:16][C@@H:15]([NH:18][C:19](=[O:20])[O:21][C:22]([CH3:23])([CH3:24])[CH3:25])[CH2:14]2)[CH2:33][CH2:34]1, predict the reactants needed to synthesize it. The reactants are: CC1C=CC(S(O[CH2:12][C@H:13]2[CH2:17][CH2:16][C@@H:15]([NH:18][C:19]([O:21][C:22]([CH3:25])([CH3:24])[CH3:23])=[O:20])[CH2:14]2)(=O)=O)=CC=1.C(=O)([O-])[O-].[K+].[K+].[NH:32]1[CH2:37][CH2:36][O:35][CH2:34][CH2:33]1. (8) Given the product [CH2:1]([C@@H:5]1[NH:6][CH2:7][CH2:8][N:9]([C:11]2[N:12]=[C:13]([C:16]3[C:24]4[C:19](=[N:20][CH:21]=[CH:22][CH:23]=4)[NH:18][N:17]=3)[S:14][CH:15]=2)[CH2:10]1)[CH:2]([CH3:4])[CH3:3], predict the reactants needed to synthesize it. The reactants are: [CH2:1]([C@H:5]1[CH2:10][N:9]([C:11]2[N:12]=[C:13]([C:16]3[C:24]4[C:19](=[N:20][CH:21]=[CH:22][CH:23]=4)[N:18](C(C4C=CC=CC=4)(C4C=CC=CC=4)C4C=CC=CC=4)[N:17]=3)[S:14][CH:15]=2)[CH2:8][CH2:7][N:6]1C(OC(C)(C)C)=O)[CH:2]([CH3:4])[CH3:3].C([SiH](CC)CC)C.C(O)(C(F)(F)F)=O. (9) The reactants are: Br[C:2]1[CH:3]=[C:4]2[C:9](=[CH:10][CH:11]=1)[N:8]=[N:7][CH:6]=[CH:5]2.[Cl:12][C:13]1[C:18]([NH:19][S:20]([C:23]2[CH:28]=[CH:27][C:26]([F:29])=[CH:25][CH:24]=2)(=[O:22])=[O:21])=[CH:17][C:16](B2OC(C)(C)C(C)(C)O2)=[CH:15][N:14]=1.C(=O)([O-])[O-].[Na+].[Na+].O1CCOCC1.O. Given the product [Cl:12][C:13]1[C:18]([NH:19][S:20]([C:23]2[CH:28]=[CH:27][C:26]([F:29])=[CH:25][CH:24]=2)(=[O:22])=[O:21])=[CH:17][C:16]([C:2]2[CH:3]=[C:4]3[C:9](=[CH:10][CH:11]=2)[N:8]=[N:7][CH:6]=[CH:5]3)=[CH:15][N:14]=1, predict the reactants needed to synthesize it.